From a dataset of Catalyst prediction with 721,799 reactions and 888 catalyst types from USPTO. Predict which catalyst facilitates the given reaction. (1) Reactant: [F:1][C:2]1[CH:23]=[CH:22][CH:21]=[C:20]([F:24])[C:3]=1[CH2:4][O:5][C:6]1[C:7]2[N:8]([C:13]([C:17]([OH:19])=O)=[C:14]([CH3:16])[N:15]=2)[CH:9]=[C:10]([CH3:12])[N:11]=1.[NH2:25][C@H:26]([CH2:29][CH2:30][CH2:31][CH3:32])[CH2:27][OH:28].C(N(CC)C(C)C)(C)C.CN(C(ON1N=NC2C=CC=NC1=2)=[N+](C)C)C.F[P-](F)(F)(F)(F)F. Product: [F:24][C:20]1[CH:21]=[CH:22][CH:23]=[C:2]([F:1])[C:3]=1[CH2:4][O:5][C:6]1[C:7]2[N:8]([C:13]([C:17]([NH:25][C@H:26]([CH2:29][CH2:30][CH2:31][CH3:32])[CH2:27][OH:28])=[O:19])=[C:14]([CH3:16])[N:15]=2)[CH:9]=[C:10]([CH3:12])[N:11]=1. The catalyst class is: 3. (2) Reactant: [CH3:1][O:2][C:3]1[C:10]([O:11][CH3:12])=[CH:9][C:6]([CH:7]=[O:8])=[C:5]([N+:13]([O-:15])=[O:14])[CH:4]=1.CC(C)[O-].[Al+3].CC(C)[O-].CC(C)[O-]. Product: [N+:13]([C:5]1[C:6]([CH2:7][OH:8])=[CH:9][C:10]([O:11][CH3:12])=[C:3]([O:2][CH3:1])[CH:4]=1)([O-:15])=[O:14]. The catalyst class is: 41. (3) Reactant: [OH:1][C:2]1[C:3]([O:20][CH3:21])=[C:4]([C:10]2[CH:11]=[C:12]3[C:16](=[CH:17][CH:18]=2)[C:15](=[O:19])[O:14][CH2:13]3)[CH:5]=[CH:6][C:7]=1[O:8][CH3:9].C(=O)([O-])[O-].[K+].[K+].[CH2:28](Br)[CH:29]([CH3:31])[CH3:30]. Product: [CH2:28]([O:1][C:2]1[C:3]([O:20][CH3:21])=[C:4]([C:10]2[CH:11]=[C:12]3[C:16](=[CH:17][CH:18]=2)[C:15](=[O:19])[O:14][CH2:13]3)[CH:5]=[CH:6][C:7]=1[O:8][CH3:9])[CH:29]([CH3:31])[CH3:30]. The catalyst class is: 10. (4) Reactant: [CH3:1][Mg]Br.[CH3:4][C:5]1([CH3:16])[O:9][C@H:8]2[O:10][C@H:11]([C@H:13]3[CH2:15][O:14]3)[CH2:12][C@H:7]2[O:6]1.[NH4+].[Cl-]. Product: [CH3:4][C:5]1([CH3:16])[O:9][C@H:8]2[O:10][C@H:11]([C@H:13]([OH:14])[CH2:15][CH3:1])[CH2:12][C@H:7]2[O:6]1. The catalyst class is: 356. (5) Reactant: C([NH:4][C:5]1[S:6][CH:7]=[C:8]([CH2:10][O:11][C:12]2[CH:17]=[CH:16][C:15]([NH:18][C:19]([C:21]3[C:22]([C:27]4[CH:32]=[CH:31][C:30]([C:33]([F:36])([F:35])[F:34])=[CH:29][CH:28]=4)=[CH:23][CH:24]=[CH:25][CH:26]=3)=[O:20])=[CH:14][CH:13]=2)[N:9]=1)(=O)C.Cl. Product: [NH2:4][C:5]1[S:6][CH:7]=[C:8]([CH2:10][O:11][C:12]2[CH:17]=[CH:16][C:15]([NH:18][C:19]([C:21]3[C:22]([C:27]4[CH:28]=[CH:29][C:30]([C:33]([F:36])([F:34])[F:35])=[CH:31][CH:32]=4)=[CH:23][CH:24]=[CH:25][CH:26]=3)=[O:20])=[CH:14][CH:13]=2)[N:9]=1. The catalyst class is: 111. (6) Reactant: [Cl:1][C:2]1[CH:3]=[CH:4][C:5]2[N:6]([N:8]=[C:9]([NH:11][C:12]3[CH:17]=[CH:16][C:15]([S:18]([CH3:21])(=[O:20])=[O:19])=[CH:14][C:13]=3[O:22][CH3:23])[N:10]=2)[CH:7]=1.[H-].[Na+].[C:26]([O:30][C:31]([N:33]([CH3:45])[CH2:34][C:35](ON1C(=O)CCC1=O)=[O:36])=[O:32])([CH3:29])([CH3:28])[CH3:27].[Cl-]. Product: [Cl:1][C:2]1[CH:3]=[CH:4][C:5]2[N:6]([N:8]=[C:9]([N:11]([C:12]3[CH:17]=[CH:16][C:15]([S:18]([CH3:21])(=[O:19])=[O:20])=[CH:14][C:13]=3[O:22][CH3:23])[C:35](=[O:36])[CH2:34][N:33]([CH3:45])[C:31](=[O:32])[O:30][C:26]([CH3:28])([CH3:29])[CH3:27])[N:10]=2)[CH:7]=1. The catalyst class is: 1. (7) Reactant: [Cl:1][C:2]1[CH:7]=[CH:6][C:5]([CH2:8][C@@H:9]([NH:28][C:29]([C@@H:31]2[CH2:40][C:39]3[C:34](=[CH:35][CH:36]=[CH:37][CH:38]=3)[CH2:33][N:32]2C(OC(C)(C)C)=O)=[O:30])[C:10](=[O:27])[N:11]2[CH2:16][CH2:15][CH:14]([C:17]3[CH:22]=[CH:21][CH:20]=[CH:19][C:18]=3[C:23]([F:26])([F:25])[F:24])[CH2:13][CH2:12]2)=[CH:4][CH:3]=1.[C:48]([OH:54])([C:50]([F:53])([F:52])[F:51])=[O:49]. Product: [F:51][C:50]([F:53])([F:52])[C:48]([OH:54])=[O:49].[Cl:1][C:2]1[CH:7]=[CH:6][C:5]([CH2:8][C@@H:9]([NH:28][C:29]([C@@H:31]2[CH2:40][C:39]3[C:34](=[CH:35][CH:36]=[CH:37][CH:38]=3)[CH2:33][NH:32]2)=[O:30])[C:10](=[O:27])[N:11]2[CH2:16][CH2:15][CH:14]([C:17]3[CH:22]=[CH:21][CH:20]=[CH:19][C:18]=3[C:23]([F:25])([F:24])[F:26])[CH2:13][CH2:12]2)=[CH:4][CH:3]=1. The catalyst class is: 2.